Dataset: Forward reaction prediction with 1.9M reactions from USPTO patents (1976-2016). Task: Predict the product of the given reaction. (1) Given the reactants [CH2:1]([O:3][C:4]1[N:8]([CH2:9][C:10]2[CH:15]=[CH:14][C:13]([C:16]3[CH:21]=[CH:20][CH:19]=[CH:18][C:17]=3[C:22]3[N:26](C(C4C=CC=CC=4)(C4C=CC=CC=4)C4C=CC=CC=4)[N:25]=[N:24][N:23]=3)=[CH:12][CH:11]=2)[C:7]2[C:46]([C:50]([O:52][C:53]([O:56][C:57]([O:59][CH2:60][CH2:61][CH2:62][CH2:63][CH:64]([O:66][N+:67]([O-:69])=[O:68])[CH3:65])=[O:58])([CH3:55])[CH3:54])=[O:51])=[CH:47][CH:48]=[CH:49][C:6]=2[N:5]=1)[CH3:2], predict the reaction product. The product is: [CH2:1]([O:3][C:4]1[N:8]([CH2:9][C:10]2[CH:15]=[CH:14][C:13]([C:16]3[CH:21]=[CH:20][CH:19]=[CH:18][C:17]=3[C:22]3[NH:26][N:25]=[N:24][N:23]=3)=[CH:12][CH:11]=2)[C:7]2[C:46]([C:50]([O:52][C:53]([O:56][C:57]([O:59][CH2:60][CH2:61][CH2:62][CH2:63][CH:64]([O:66][N+:67]([O-:69])=[O:68])[CH3:65])=[O:58])([CH3:54])[CH3:55])=[O:51])=[CH:47][CH:48]=[CH:49][C:6]=2[N:5]=1)[CH3:2]. (2) Given the reactants CS([C:4]1[N:9]=[CH:8][C:7]2=[CH:10][CH:11]=[C:12]([C:13]3[CH:18]=[CH:17][C:16]([S:19]([CH3:22])(=[O:21])=[O:20])=[CH:15][CH:14]=3)[N:6]2[N:5]=1)=O.C(N(CC)C(C)C)(C)C.[CH3:32][O:33][C:34]1[CH:35]=[C:36]([CH:38]=[C:39]([O:43][CH3:44])[C:40]=1[O:41][CH3:42])[NH2:37], predict the reaction product. The product is: [CH3:22][S:19]([C:16]1[CH:17]=[CH:18][C:13]([C:12]2[N:6]3[C:7]([CH:8]=[N:9][C:4]([NH:37][C:36]4[CH:38]=[C:39]([O:43][CH3:44])[C:40]([O:41][CH3:42])=[C:34]([O:33][CH3:32])[CH:35]=4)=[N:5]3)=[CH:10][CH:11]=2)=[CH:14][CH:15]=1)(=[O:21])=[O:20]. (3) Given the reactants [C:1]([O:5][C:6]([N:8]1[C:16]2[C:11](=[N:12][CH:13]=[C:14](Br)[CH:15]=2)[C:10]([CH3:19])([CH3:18])[CH2:9]1)=[O:7])([CH3:4])([CH3:3])[CH3:2].CON(C)[C:23](=[O:25])[CH3:24], predict the reaction product. The product is: [C:1]([O:5][C:6]([N:8]1[C:16]2[C:11](=[N:12][CH:13]=[C:14]([C:23](=[O:25])[CH3:24])[CH:15]=2)[C:10]([CH3:19])([CH3:18])[CH2:9]1)=[O:7])([CH3:4])([CH3:3])[CH3:2]. (4) The product is: [CH2:1]([CH2:8][NH:9][CH2:10][CH2:11][C:12]([CH2:15][NH:16][CH2:17][CH2:18][C:19]1[CH:20]=[CH:21][C:22]([C:25]2[N:26]([C:30]([O:32][C:33]([CH3:36])([CH3:35])[CH3:34])=[O:31])[CH2:27][CH2:28][N:29]=2)=[CH:23][CH:24]=1)=[O:14])[C:2]1[CH:3]=[CH:4][CH:5]=[CH:6][CH:7]=1. Given the reactants [CH2:1]([CH2:8][NH:9][CH2:10][CH2:11][C:12]([OH:14])=O)[C:2]1[CH:7]=[CH:6][CH:5]=[CH:4][CH:3]=1.[CH3:15][NH:16][CH2:17][CH2:18][C:19]1[CH:24]=[CH:23][C:22]([C:25]2[N:26]([C:30]([O:32][C:33]([CH3:36])([CH3:35])[CH3:34])=[O:31])[CH2:27][CH2:28][N:29]=2)=[CH:21][CH:20]=1.C(N(CC)CC)C.CN(C(ON1N=NC2C=CC=CC1=2)=[N+](C)C)C.[B-](F)(F)(F)F, predict the reaction product. (5) Given the reactants Cl.[NH:2]1[CH2:7][CH2:6][CH2:5][CH2:4][C@@H:3]1[C:8]([O:10][CH3:11])=[O:9].C1C=CC2N(O)N=NC=2C=1.CN1CCOCC1.[C:29]1([CH2:35][O:36][C:37]([NH:39][CH2:40][C:41](O)=[O:42])=[O:38])[CH:34]=[CH:33][CH:32]=[CH:31][CH:30]=1.CCN=C=NCCCN(C)C, predict the reaction product. The product is: [C:29]1([CH2:35][O:36][C:37]([NH:39][CH2:40][C:41]([N:2]2[CH2:7][CH2:6][CH2:5][CH2:4][C@@H:3]2[C:8]([O:10][CH3:11])=[O:9])=[O:42])=[O:38])[CH:30]=[CH:31][CH:32]=[CH:33][CH:34]=1. (6) Given the reactants [CH2:1]([C:3]1[CH:8]=[CH:7][C:6]([C@@H:9]([O:13][C:14]2[CH:15]=[C:16]3[C:20](=[CH:21][CH:22]=2)[N:19]([C:23]2[CH:28]=[CH:27][C:26]([F:29])=[CH:25][CH:24]=2)[N:18]=[CH:17]3)[C@@H:10]([NH2:12])[CH3:11])=[CH:5][CH:4]=1)[CH3:2].[F:30][C:31]([F:42])([F:41])[C:32](O[C:32](=[O:33])[C:31]([F:42])([F:41])[F:30])=[O:33], predict the reaction product. The product is: [CH2:1]([C:3]1[CH:4]=[CH:5][C:6]([C@@H:9]([O:13][C:14]2[CH:15]=[C:16]3[C:20](=[CH:21][CH:22]=2)[N:19]([C:23]2[CH:24]=[CH:25][C:26]([F:29])=[CH:27][CH:28]=2)[N:18]=[CH:17]3)[C@@H:10]([NH:12][C:32](=[O:33])[C:31]([F:42])([F:41])[F:30])[CH3:11])=[CH:7][CH:8]=1)[CH3:2]. (7) Given the reactants C(N1C=CN=C1)(N1C=CN=C1)=O.[O:13]1[C:18]2[CH:19]=[CH:20][CH:21]=[CH:22][C:17]=2[O:16][CH2:15][C@H:14]1[C:23](O)=[O:24].[CH3:26][C@:27]12[C@@H:35]([CH3:36])[C@H:31]([NH:32][CH2:33][CH2:34]1)[CH2:30][C:29]1[C:37]([OH:41])=[CH:38][CH:39]=[CH:40][C:28]2=1, predict the reaction product. The product is: [O:13]1[C:18]2[CH:19]=[CH:20][CH:21]=[CH:22][C:17]=2[O:16][CH2:15][C@H:14]1[C:23]([N:32]1[CH2:33][CH2:34][C@:27]2([CH3:26])[C@@H:35]([CH3:36])[C@H:31]1[CH2:30][C:40]1[CH:39]=[CH:38][C:37]([OH:41])=[CH:29][C:28]=12)=[O:24]. (8) Given the reactants NC1C=CC(N2CCC[C@H](C(N3CCN(C)CC3)=O)C2)=CC=1OC.[CH3:25][N:26]1[CH2:31][CH2:30][N:29]([C:32]([N:34]2[CH2:39][CH2:38][CH:37]([C:40]3[CH:45]=[CH:44][C:43]([N+:46]([O-])=O)=[CH:42][CH:41]=3)[CH2:36][CH2:35]2)=[O:33])[CH2:28][CH2:27]1, predict the reaction product. The product is: [NH2:46][C:43]1[CH:44]=[CH:45][C:40]([CH:37]2[CH2:38][CH2:39][N:34]([C:32]([N:29]3[CH2:30][CH2:31][N:26]([CH3:25])[CH2:27][CH2:28]3)=[O:33])[CH2:35][CH2:36]2)=[CH:41][CH:42]=1. (9) Given the reactants [CH2:1]([N:3]1[CH2:8][CH2:7][N:6]([C:9]2[CH:10]=[C:11]([CH:13]=[CH:14][CH:15]=2)[NH2:12])[CH2:5][CH2:4]1)[CH3:2].[CH3:16][C:17]1[CH:22]=[CH:21][CH:20]=[C:19]([CH3:23])[C:18]=1[C:24]1[C:33]2[N:32]=[CH:31][CH:30]=[N:29][C:28]=2[C:27]([C:34](O)=[O:35])=[CH:26][CH:25]=1.CC1C=CC=C(C)C=1B(O)O, predict the reaction product. The product is: [CH2:1]([N:3]1[CH2:4][CH2:5][N:6]([C:9]2[CH:10]=[C:11]([NH:12][C:34]([C:27]3[C:28]4[N:29]=[CH:30][CH:31]=[N:32][C:33]=4[C:24]([C:18]4[C:19]([CH3:23])=[CH:20][CH:21]=[CH:22][C:17]=4[CH3:16])=[CH:25][CH:26]=3)=[O:35])[CH:13]=[CH:14][CH:15]=2)[CH2:7][CH2:8]1)[CH3:2]. (10) Given the reactants [CH2:1]([CH:8]([NH:23][C:24]([C:26]1[CH:35]=[N:34][C:33]2[C:28](=[CH:29][CH:30]=[CH:31][CH:32]=2)[N:27]=1)=[O:25])[CH:9]([OH:22])[CH2:10][CH:11]([C:18]([NH:20][NH2:21])=[O:19])[CH2:12][CH2:13][C:14]([F:17])([CH3:16])[CH3:15])[C:2]1[CH:7]=[CH:6][CH:5]=[CH:4][CH:3]=1.C(N(CC)CC)C.[C:43](N1C=CN=C1)(N1C=CN=C1)=[O:44], predict the reaction product. The product is: [CH2:1]([CH:8]([NH:23][C:24]([C:26]1[CH:35]=[N:34][C:33]2[C:28](=[CH:29][CH:30]=[CH:31][CH:32]=2)[N:27]=1)=[O:25])[CH:9]([OH:22])[CH2:10][CH:11]([C:18]1[O:19][C:43](=[O:44])[NH:21][N:20]=1)[CH2:12][CH2:13][C:14]([F:17])([CH3:16])[CH3:15])[C:2]1[CH:7]=[CH:6][CH:5]=[CH:4][CH:3]=1.